From a dataset of Full USPTO retrosynthesis dataset with 1.9M reactions from patents (1976-2016). Predict the reactants needed to synthesize the given product. (1) Given the product [CH:33]1([CH:36]=[C:29]([C:28]([N:24]2[CH2:25][CH2:26][CH2:27][CH:23]2[CH2:22][NH:21][C:3]2[C:2]([F:1])=[CH:7][N:6]=[C:5]([NH:8][C:9]3[CH:10]=[N:11][C:12]([N:15]4[CH2:16][CH2:17][O:18][CH2:19][CH2:20]4)=[CH:13][CH:14]=3)[N:4]=2)=[O:32])[C:30]#[N:31])[CH2:35][CH2:34]1, predict the reactants needed to synthesize it. The reactants are: [F:1][C:2]1[C:3]([NH:21][CH2:22][CH:23]2[CH2:27][CH2:26][CH2:25][N:24]2[C:28](=[O:32])[CH2:29][C:30]#[N:31])=[N:4][C:5]([NH:8][C:9]2[CH:10]=[N:11][C:12]([N:15]3[CH2:20][CH2:19][O:18][CH2:17][CH2:16]3)=[CH:13][CH:14]=2)=[N:6][CH:7]=1.[CH:33]1([CH:36]=O)[CH2:35][CH2:34]1.C(O)(=O)C.N1CCCCC1. (2) Given the product [Cl:14][C:13]1[C:2]([B:30]2[O:34][C:33]([CH3:36])([CH3:35])[C:32]([CH3:38])([CH3:37])[O:31]2)=[CH:3][C:4]([S:15]([N:18]2[C:27]3[C:22](=[CH:23][CH:24]=[CH:25][CH:26]=3)[C:21]([CH3:29])([CH3:28])[CH2:20][CH2:19]2)(=[O:17])=[O:16])=[C:5]([CH:12]=1)[O:6][CH2:7][CH2:8][CH2:9][CH2:10][OH:11], predict the reactants needed to synthesize it. The reactants are: Br[C:2]1[C:13]([Cl:14])=[CH:12][C:5]([O:6][CH2:7][CH2:8][CH2:9][CH2:10][OH:11])=[C:4]([S:15]([N:18]2[C:27]3[C:22](=[CH:23][CH:24]=[CH:25][CH:26]=3)[C:21]([CH3:29])([CH3:28])[CH2:20][CH2:19]2)(=[O:17])=[O:16])[CH:3]=1.[B:30]1([B:30]2[O:34][C:33]([CH3:36])([CH3:35])[C:32]([CH3:38])([CH3:37])[O:31]2)[O:34][C:33]([CH3:36])([CH3:35])[C:32]([CH3:38])([CH3:37])[O:31]1.C([O-])(=O)C.[K+]. (3) The reactants are: O1CCCC1.CO.[C:8]([CH2:12][CH2:13][CH2:14][CH2:15][CH2:16][CH:17]([CH2:21][CH2:22][CH2:23][C@H:24]1[C@@H:32]2[C@@H:27]([NH:28][C:29]([NH:31]2)=[O:30])[CH2:26][S:25]1)[C:18]([NH2:20])=[O:19])([O:10]C)=[O:9].[OH-].[Na+]. Given the product [C:8]([CH2:12][CH2:13][CH2:14][CH2:15][CH2:16][CH:17]([CH2:21][CH2:22][CH2:23][C@H:24]1[C@@H:32]2[C@@H:27]([NH:28][C:29]([NH:31]2)=[O:30])[CH2:26][S:25]1)[C:18]([NH2:20])=[O:19])([OH:10])=[O:9], predict the reactants needed to synthesize it.